From a dataset of Catalyst prediction with 721,799 reactions and 888 catalyst types from USPTO. Predict which catalyst facilitates the given reaction. (1) Reactant: C([O:8][C:9]1[CH:10]=[CH:11][C:12]([N+:24]([O-])=O)=[C:13]([N:15]([CH3:23])[C:16](=[O:22])[O:17][C:18]([CH3:21])([CH3:20])[CH3:19])[CH:14]=1)C1C=CC=CC=1.C1(C)C=CC=CC=1. Product: [NH2:24][C:12]1[CH:11]=[CH:10][C:9]([OH:8])=[CH:14][C:13]=1[N:15]([CH3:23])[C:16](=[O:22])[O:17][C:18]([CH3:19])([CH3:20])[CH3:21]. The catalyst class is: 43. (2) Reactant: C([O:3][C:4]([C:6]1[C:7]2[CH2:8][CH2:9][CH:10]([C:21]3[CH:26]=[CH:25][CH:24]=[CH:23][CH:22]=3)[O:11][C:12]=2[C:13]2[N:17]=[C:16]([CH3:18])[N:15]([CH3:19])[C:14]=2[CH:20]=1)=O)C.[H-].[Al+3].[Li+].[H-].[H-].[H-].O.[OH-].[Na+]. Product: [CH3:18][C:16]1[N:15]([CH3:19])[C:14]2[CH:20]=[C:6]([CH2:4][OH:3])[C:7]3[CH2:8][CH2:9][CH:10]([C:21]4[CH:26]=[CH:25][CH:24]=[CH:23][CH:22]=4)[O:11][C:12]=3[C:13]=2[N:17]=1. The catalyst class is: 7. (3) Reactant: [CH3:1][C:2]1[CH:6]=[C:5]([CH:7]([CH3:13])[C:8]([O:10]CC)=[O:9])[NH:4][N:3]=1.O.[OH-].[Na+]. Product: [CH3:1][C:2]1[CH:6]=[C:5]([CH:7]([CH3:13])[C:8]([OH:10])=[O:9])[NH:4][N:3]=1. The catalyst class is: 5. (4) Reactant: [CH3:1][S:2][C:3]1[S:4][C:5]([C:21](O)=[O:22])=[C:6]2[C:20]=1[C:10]1[N:11]=[C:12]([C:14]3[CH:19]=[CH:18][CH:17]=[CH:16][CH:15]=3)[S:13][C:9]=1[CH2:8][CH2:7]2.[C:24](Cl)(=O)[C:25](Cl)=O.C[N:31](C)C=O. Product: [CH2:24]([NH:31][C:21]([C:5]1[S:4][C:3]([S:2][CH3:1])=[C:20]2[C:10]3[N:11]=[C:12]([C:14]4[CH:19]=[CH:18][CH:17]=[CH:16][CH:15]=4)[S:13][C:9]=3[CH2:8][CH2:7][C:6]=12)=[O:22])[CH3:25]. The catalyst class is: 7. (5) Reactant: [CH2:1]([O:8][C@@:9]1([C:36]([F:39])([F:38])[F:37])[CH2:33][C@H:13]2[CH2:14][CH2:15][CH2:16][C:17]3[C:18](=[CH:19][C:20]4[CH:21]=[N:22][N:23]([C:26]5[CH:31]=[CH:30][C:29]([F:32])=[CH:28][CH:27]=5)[C:24]=4[CH:25]=3)[C@:12]2([CH2:34][NH2:35])[CH2:11][CH2:10]1)[C:2]1[CH:7]=[CH:6][CH:5]=[CH:4][CH:3]=1.Cl[CH2:41][CH2:42][CH2:43][S:44](Cl)(=[O:46])=[O:45].[H-].[Na+]. The catalyst class is: 59. Product: [CH2:1]([O:8][C@@:9]1([C:36]([F:38])([F:39])[F:37])[CH2:33][C@H:13]2[CH2:14][CH2:15][CH2:16][C:17]3[C:18](=[CH:19][C:20]4[CH:21]=[N:22][N:23]([C:26]5[CH:27]=[CH:28][C:29]([F:32])=[CH:30][CH:31]=5)[C:24]=4[CH:25]=3)[C@:12]2([CH2:34][N:35]2[CH2:41][CH2:42][CH2:43][S:44]2(=[O:46])=[O:45])[CH2:11][CH2:10]1)[C:2]1[CH:7]=[CH:6][CH:5]=[CH:4][CH:3]=1. (6) Reactant: Cl.[CH3:2][C:3]1[CH:4]=[C:5]([NH:9][NH2:10])[CH:6]=[CH:7][CH:8]=1.C(O)C.[C:14]([OH:18])(=[O:17])[CH:15]=O. Product: [C:3]1([CH3:2])[CH:8]=[CH:7][CH:6]=[C:5]([NH:9][N:10]=[CH:15][C:14]([OH:18])=[O:17])[CH:4]=1. The catalyst class is: 6. (7) Reactant: [Cl:1][C:2]1[CH:7]=[CH:6][CH:5]=[C:4]([Cl:8])[C:3]=1[CH2:9][S:10]([C:13]1[CH:14]=[C:15]2[C:19](=[CH:20][CH:21]=1)[NH:18][C:17](=[O:22])/[C:16]/2=[CH:23]\[C:24]1[NH:28][C:27]([CH3:29])=[C:26]([C:30]([OH:32])=O)[C:25]=1[CH3:33])(=[O:12])=[O:11].C1C=CC2N(O)N=NC=2C=1.CCN=C=NCCCN(C)C.Cl.[CH3:56][O:57][CH2:58][C@@H:59]1[CH2:63][CH2:62][CH2:61][NH:60]1. Product: [Cl:8][C:4]1[CH:5]=[CH:6][CH:7]=[C:2]([Cl:1])[C:3]=1[CH2:9][S:10]([C:13]1[CH:14]=[C:15]2[C:19](=[CH:20][CH:21]=1)[NH:18][C:17](=[O:22])/[C:16]/2=[CH:23]\[C:24]1[NH:28][C:27]([CH3:29])=[C:26]([C:30]([N:60]2[CH2:61][CH2:62][CH2:63][C@@H:59]2[CH2:58][O:57][CH3:56])=[O:32])[C:25]=1[CH3:33])(=[O:11])=[O:12]. The catalyst class is: 3. (8) Reactant: [CH3:1][C:2]([N+:13]([O-:15])=[O:14])([CH3:12])[CH2:3][NH:4][CH2:5][C:6]([N+:9]([O-:11])=[O:10])([CH3:8])[CH3:7].C(N(CC)CC)C.[C:23](Cl)(=[O:26])[CH:24]=[CH2:25]. Product: [CH3:8][C:6]([N+:9]([O-:11])=[O:10])([CH3:7])[CH2:5][N:4]([CH2:3][C:2]([N+:13]([O-:15])=[O:14])([CH3:1])[CH3:12])[C:23](=[O:26])[CH:24]=[CH2:25]. The catalyst class is: 27. (9) Reactant: [CH2:1]([O:8][C:9]([N:11]1[CH:15]([C:16]([OH:18])=O)[CH2:14][S:13][C@@H:12]1[CH2:19][CH:20]1[CH2:25][CH2:24][O:23][CH2:22][CH2:21]1)=[O:10])[C:2]1[CH:7]=[CH:6][CH:5]=[CH:4][CH:3]=1.CCN(C(C)C)C(C)C.CN(C(ON1N=NC2C=CC=NC1=2)=[N+](C)C)C.F[P-](F)(F)(F)(F)F.[NH2:59][C:60]1[S:61][CH:62]=[C:63]([C:65]2[CH:76]=[CH:75][C:68]([C:69]([NH:71][CH:72]3[CH2:74][CH2:73]3)=[O:70])=[CH:67][CH:66]=2)[N:64]=1. Product: [CH2:1]([O:8][C:9]([N:11]1[CH:15]([C:16](=[O:18])[NH:59][C:60]2[S:61][CH:62]=[C:63]([C:65]3[CH:66]=[CH:67][C:68]([C:69](=[O:70])[NH:71][CH:72]4[CH2:74][CH2:73]4)=[CH:75][CH:76]=3)[N:64]=2)[CH2:14][S:13][C@@H:12]1[CH2:19][CH:20]1[CH2:25][CH2:24][O:23][CH2:22][CH2:21]1)=[O:10])[C:2]1[CH:3]=[CH:4][CH:5]=[CH:6][CH:7]=1. The catalyst class is: 3. (10) Reactant: [F:1][C:2]1[CH:9]=[CH:8][C:5]([CH2:6]Br)=[C:4]([C:10]([F:13])([F:12])[F:11])[CH:3]=1.[OH:14][C:15]1[CH:19]=[C:18]([N:20]2[C:24]3[CH:25]=[N:26][CH:27]=[CH:28][C:23]=3[N:22]=[CH:21]2)[S:17][C:16]=1[C:29]([O:31][CH3:32])=[O:30].C(=O)([O-])[O-].[K+].[K+]. Product: [F:1][C:2]1[CH:9]=[CH:8][C:5]([CH2:6][O:14][C:15]2[CH:19]=[C:18]([N:20]3[C:24]4[CH:25]=[N:26][CH:27]=[CH:28][C:23]=4[N:22]=[CH:21]3)[S:17][C:16]=2[C:29]([O:31][CH3:32])=[O:30])=[C:4]([C:10]([F:13])([F:12])[F:11])[CH:3]=1. The catalyst class is: 3.